Dataset: Forward reaction prediction with 1.9M reactions from USPTO patents (1976-2016). Task: Predict the product of the given reaction. (1) Given the reactants Br[C:2]1[CH:3]=[CH:4][C:5]([C:9]([OH:12])([CH3:11])[CH3:10])=[N:6][C:7]=1[CH3:8].B1(B2OC(C)(C)C(C)(C)O2)OC(C)(C)C(C)(C)O1.C([O-])(=O)C.[K+].Br[C:37]1[C:38]([O:44][CH2:45][C@H:46]2[CH2:48][C@@H:47]2[C:49]2[CH:54]=[CH:53][C:52]([CH3:55])=[CH:51][N:50]=2)=[N:39][C:40]([CH3:43])=[N:41][CH:42]=1.C(=O)([O-])[O-].[Cs+].[Cs+], predict the reaction product. The product is: [CH3:8][C:7]1[N:6]=[C:5]([C:9]([OH:12])([CH3:11])[CH3:10])[CH:4]=[CH:3][C:2]=1[C:37]1[C:38]([O:44][CH2:45][C@H:46]2[CH2:48][C@@H:47]2[C:49]2[CH:54]=[CH:53][C:52]([CH3:55])=[CH:51][N:50]=2)=[N:39][C:40]([CH3:43])=[N:41][CH:42]=1. (2) Given the reactants [N:1]1[CH:6]=[CH:5][CH:4]=[CH:3][CH:2]=1.[Br:7][CH2:8][C:9]([OH:11])=[O:10], predict the reaction product. The product is: [Br-:7].[C:9]([CH2:8][NH+:1]1[CH:6]=[CH:5][CH:4]=[CH:3][CH2:2]1)([OH:11])=[O:10]. (3) Given the reactants [C:1]1(OC)C=CC=C[CH:2]=1.F[C:10](F)(F)[S:11](O)(=O)=O.[C:17]([O-:20])(O)=[O:18].[Na+].[C:22](O)([C:24](F)(F)F)=O, predict the reaction product. The product is: [CH2:1]([O:20][C:17](=[O:18])[CH2:22][CH2:24][CH2:10][SH:11])[CH3:2]. (4) Given the reactants [CH2:1]([N:3]([CH2:14][CH3:15])[S:4]([C:7]1[CH:12]=[CH:11][C:10](Br)=[CH:9][CH:8]=1)(=[O:6])=[O:5])[CH3:2].C([O-])(=O)C.[K+].[CH3:21][O:22][C:23]1[CH:28]=[CH:27][N:26]=[C:25]([CH2:29][CH2:30][C:31]2[NH:40][C:34]3=[N:35][CH:36]=[C:37](I)[CH:38]=[C:33]3[N:32]=2)[CH:24]=1.C(=O)([O-])[O-].[K+].[K+].[Cl-].[Li+], predict the reaction product. The product is: [CH2:1]([N:3]([CH2:14][CH3:15])[S:4]([C:7]1[CH:12]=[CH:11][C:10]([C:37]2[CH:38]=[C:33]3[N:32]=[C:31]([CH2:30][CH2:29][C:25]4[CH:24]=[C:23]([O:22][CH3:21])[CH:28]=[CH:27][N:26]=4)[NH:40][C:34]3=[N:35][CH:36]=2)=[CH:9][CH:8]=1)(=[O:6])=[O:5])[CH3:2]. (5) Given the reactants [Cl:1][C:2]1[CH:3]=[C:4]2[C:9](=[CH:10][CH:11]=1)[CH:8]=[C:7]([S:12]([CH2:15][CH2:16][CH2:17][CH2:18][C:19]([N:21]1[CH2:26][CH2:25][N:24]([C:27]3[CH:32]=[CH:31][N:30]=[CH:29][CH:28]=3)[CH2:23][CH2:22]1)=O)(=[O:14])=[O:13])[CH:6]=[CH:5]2.Cl.O.C(=O)(O)[O-].[Na+], predict the reaction product. The product is: [Cl:1][C:2]1[CH:3]=[C:4]2[C:9](=[CH:10][CH:11]=1)[CH:8]=[C:7]([S:12]([CH2:15][CH2:16][CH2:17][CH2:18][CH2:19][N:21]1[CH2:22][CH2:23][N:24]([C:27]3[CH:32]=[CH:31][N:30]=[CH:29][CH:28]=3)[CH2:25][CH2:26]1)(=[O:14])=[O:13])[CH:6]=[CH:5]2. (6) Given the reactants [N:1]#[C:2][Br:3].[F:4][C:5]([F:12])([F:11])[C@@:6]([CH3:10])([NH2:9])[CH2:7][NH2:8].C(O)C, predict the reaction product. The product is: [BrH:3].[CH3:10][C@@:6]1([C:5]([F:12])([F:11])[F:4])[CH2:7][NH:8][C:2](=[NH:1])[NH:9]1. (7) Given the reactants [N:1]12[CH2:10][CH:5]3[CH2:6][CH:7]([CH2:9][CH:3]([C:4]3=O)[CH2:2]1)[CH2:8]2.[NH2:12][C:13]1[CH:14]=[N:15][CH:16]=[C:17]([Br:19])[CH:18]=1.N, predict the reaction product. The product is: [Br:19][C:17]1[CH:18]=[C:13]([NH:12][C@@H:4]2[CH:5]3[CH2:10][N:1]4[CH2:8][CH:7]([CH2:9][CH:3]2[CH2:2]4)[CH2:6]3)[CH:14]=[N:15][CH:16]=1.